This data is from Reaction yield outcomes from USPTO patents with 853,638 reactions. The task is: Predict the reaction yield, written as a fraction of the theoretical maximum amount of product (1.0 means a 100% yield; for example, 0.34 means a 34% yield). (1) The reactants are [NH2:1][C@H:2]([C:5]([OH:7])=[O:6])[CH2:3][SH:4].[CH3:8][C:9](O)([CH3:11])[CH3:10].[ClH:13]. No catalyst specified. The product is [ClH:13].[NH2:1][CH:2]([CH2:3][S:4][C:9]([CH3:11])([CH3:10])[CH3:8])[C:5]([OH:7])=[O:6]. The yield is 0.840. (2) The reactants are [H-].[Na+].[CH2:3]([C:5]1[CH:13]=[C:12]2[C:8]([CH2:9][C:10](=[O:14])[NH:11]2)=[CH:7][CH:6]=1)[CH3:4].[Cl:15][C:16]1[C:25]2[C:20](=[CH:21][C:22]([O:26][CH2:27][CH2:28][CH2:29][N:30]3[CH2:35][CH2:34][O:33][CH2:32][CH2:31]3)=[CH:23][CH:24]=2)[N:19]=[CH:18][N:17]=1. The catalyst is CN(C)C=O. The product is [ClH:15].[CH2:3]([C:5]1[CH:13]=[C:12]2[C:8]([C:9]([C:16]3[C:25]4[C:20](=[CH:21][C:22]([O:26][CH2:27][CH2:28][CH2:29][N:30]5[CH2:35][CH2:34][O:33][CH2:32][CH2:31]5)=[CH:23][CH:24]=4)[N:19]=[CH:18][N:17]=3)=[C:10]([OH:14])[NH:11]2)=[CH:7][CH:6]=1)[CH3:4]. The yield is 0.190. (3) The reactants are [CH:1]1([CH:4]=[CH:5][C:6]2[S:10][C:9]([CH2:11]O)=[CH:8][CH:7]=2)[CH2:3][CH2:2]1.C1(P(C2C=CC=CC=2)C2C=CC=CC=2)C=CC=CC=1.[C:32]1(=[O:42])[NH:36][C:35](=[O:37])[C:34]2=[CH:38][CH:39]=[CH:40][CH:41]=[C:33]12.COC(N=NC(OC)=O)=O. The catalyst is O1CCCC1.O. The product is [CH:1]1([CH:4]=[CH:5][C:6]2[S:10][C:9]([CH2:11][N:36]3[C:32](=[O:42])[C:33]4[C:34](=[CH:38][CH:39]=[CH:40][CH:41]=4)[C:35]3=[O:37])=[CH:8][CH:7]=2)[CH2:2][CH2:3]1. The yield is 0.206. (4) The reactants are [CH2:1]([C:5]1[NH:10][C:9](=[O:11])[CH:8]=[C:7]([CH3:12])[N:6]=1)[CH2:2][CH2:3][CH3:4].Br[CH2:14][C:15]1[CH:20]=[CH:19][C:18]([C:21]2[C:22]([C:27]#[N:28])=[CH:23][CH:24]=[CH:25][CH:26]=2)=[CH:17][CH:16]=1.C(=O)([O-])[O-].[Cs+].[Cs+]. The catalyst is C(#N)C. The product is [CH2:1]([C:5]1[N:10]([CH2:14][C:15]2[CH:16]=[CH:17][C:18]([C:21]3[C:22]([C:27]#[N:28])=[CH:23][CH:24]=[CH:25][CH:26]=3)=[CH:19][CH:20]=2)[C:9](=[O:11])[CH:8]=[C:7]([CH3:12])[N:6]=1)[CH2:2][CH2:3][CH3:4]. The yield is 0.290.